From a dataset of Experimentally validated miRNA-target interactions with 360,000+ pairs, plus equal number of negative samples. Binary Classification. Given a miRNA mature sequence and a target amino acid sequence, predict their likelihood of interaction. (1) The miRNA is hsa-miR-6741-5p with sequence GUGGGUGCUGGUGGGAGCCGUG. The protein sequence of the target gene is MEDPGETGAHPLGATNLNFVPGHQQKEKPSTDPLYDTPDTRGVQAGGSQQPARTVSLRERLLITRPVWLQLRANAAAALHVLRTEPPGTFLVRKSNTRQCQALCVRLPEASGPSFVSSHYIEESTGGVSLEGSELMFQDLVQLICGYCRTRAIHQAATHKELEAISHLGMEFWSSSLNTKDQQRPSEAPPIPRLKARSPQELDQGTGAALCFFNPLFPGDLGPTKREKFKRSFKVRVSTETSSPLSPPAVPPPPVPVLPGTSSSQTERLPPRQLLQRESSVGYRVPGSAASPCLPPLPSL.... Result: 0 (no interaction). (2) The miRNA is mmu-miR-5135 with sequence AGGUCUAGGUGGCAAGGGCGUCCU. The protein sequence of the target gene is MESTQVIDWDAEEEEETELSSGSLGYSVEPIGQLRLFSGTHGPERDFPLYLGKNVVGRSPDCSVALPFPSISKQHAVIEISAWNKAPILQDCGSLNGTQIVKPPRVLPPGVSHRLRDQELILFADFPCQYHRLDVPPPLVPRSLLTIEKTPRIRIESQNSRVLLAADSEEEGDFPSGRCVANGQRNTASPSATVVPESDEEVSSPAPSVPGPSSPFGLGSDTDEEQGQQPGVEESSLADSSGAAGEAEQPEANGTTAGIQAQPTEHKLKDTKVKKEAGRAGVSDGSVLERSPTLGEDSDT.... Result: 1 (interaction).